Predict the reaction yield, written as a fraction of the theoretical maximum amount of product (1.0 means a 100% yield; for example, 0.34 means a 34% yield). From a dataset of Reaction yield outcomes from USPTO patents with 853,638 reactions. (1) The reactants are [CH2:1]([O:4][C:5]1[N:10]=[C:9](Cl)[C:8]([F:12])=[CH:7][N:6]=1)[CH:2]=[CH2:3].C(N(CC)CC)C.O.[NH2:21][NH2:22].[CH3:23][C:24]1[CH:25]=[C:26]([CH:30]=[CH:31][CH:32]=1)[C:27](Cl)=[O:28]. The catalyst is C(O)C. The product is [CH2:1]([O:4][C:5]1[N:10]=[C:9]([C:26]2([CH:30]=[CH:31][CH:32]=[C:24]([CH3:23])[CH2:25]2)[C:27]([NH:21][NH2:22])=[O:28])[C:8]([F:12])=[CH:7][N:6]=1)[CH:2]=[CH2:3]. The yield is 0.470. (2) The reactants are C(N1C=CN=C1)(N1C=CN=C1)=O.[CH2:13]([CH2:15][NH2:16])[OH:14].[C:17]([NH:24][C@@H:25]([C:27](O)=[O:28])[CH3:26])([O:19][C:20]([CH3:23])([CH3:22])[CH3:21])=[O:18]. The catalyst is C1COCC1. The product is [C:20]([O:19][C:17](=[O:18])[NH:24][C@@H:25]([C:27](=[O:28])[NH:16][CH2:15][CH2:13][OH:14])[CH3:26])([CH3:21])([CH3:22])[CH3:23]. The yield is 0.900. (3) The reactants are [CH2:1]([NH:3][CH2:4][CH3:5])[CH3:2].[CH:6]1([NH:9][C:10]([C:12]2[CH:13]=[C:14]([F:36])[C:15]([CH3:35])=[C:16]([C:18]3[CH:23]=[CH:22][C:21]([C:24]([OH:26])=O)=[CH:20][C:19]=3[C:27]([NH:29][C:30]3[S:31][CH:32]=[CH:33][N:34]=3)=[O:28])[CH:17]=2)=[O:11])[CH2:8][CH2:7]1.Cl.CN(C)CCCN=C=NCC. The catalyst is CN(C)C1C=CN=CC=1.ClCCl. The product is [CH:6]1([NH:9][C:10]([C:12]2[CH:17]=[C:16]([C:18]3[C:19]([C:27]([NH:29][C:30]4[S:31][CH:32]=[CH:33][N:34]=4)=[O:28])=[CH:20][C:21]([C:24]([N:3]([CH2:4][CH3:5])[CH2:1][CH3:2])=[O:26])=[CH:22][CH:23]=3)[C:15]([CH3:35])=[C:14]([F:36])[CH:13]=2)=[O:11])[CH2:8][CH2:7]1. The yield is 0.400. (4) The reactants are [NH2:1][CH:2]([C:11]1[CH:16]=[CH:15][CH:14]=[CH:13][CH:12]=1)[C:3]1([N:8]([CH3:10])[CH3:9])[CH2:7][CH2:6][CH2:5][CH2:4]1.[Cl:17][C:18]1[CH:26]=[C:25]([S:27][CH3:28])[C:21]([C:22](O)=[O:23])=[C:20]([CH3:29])[CH:19]=1.C(Cl)CCl.C1C=CC2N(O)N=NC=2C=1. The product is [Cl:17][C:18]1[CH:26]=[C:25]([S:27][CH3:28])[C:21]([C:22]([NH:1][CH:2]([C:3]2([N:8]([CH3:10])[CH3:9])[CH2:7][CH2:6][CH2:5][CH2:4]2)[C:11]2[CH:12]=[CH:13][CH:14]=[CH:15][CH:16]=2)=[O:23])=[C:20]([CH3:29])[CH:19]=1. The yield is 0.520. The catalyst is C(Cl)Cl. (5) The reactants are [CH2:1]([O:3][C:4]1[CH:15]=[CH:14][C:7]([CH:8]=[C:9]([C:12]#[N:13])[C:10]#[N:11])=[CH:6][CH:5]=1)[CH3:2].O1CCCC1.[BH4-].[Na+].ClC1C=CC(CC(CC=C(C)C)(C#N)C#N)=CC=1. The catalyst is C(O)C. The product is [CH2:1]([O:3][C:4]1[CH:15]=[CH:14][C:7]([CH2:8][CH:9]([C:12]#[N:13])[C:10]#[N:11])=[CH:6][CH:5]=1)[CH3:2]. The yield is 0.520. (6) The reactants are C(OC([NH:11][C@H:12]1[CH2:17][CH2:16][CH2:15][CH2:14][C@@:13]1([CH2:22][CH3:23])[C:18]([O:20][CH3:21])=[O:19])=O)C1C=CC=CC=1. The catalyst is CO.[Pd]. The product is [NH2:11][C@H:12]1[CH2:17][CH2:16][CH2:15][CH2:14][C@@:13]1([CH2:22][CH3:23])[C:18]([O:20][CH3:21])=[O:19]. The yield is 0.880.